Predict the reaction yield, written as a fraction of the theoretical maximum amount of product (1.0 means a 100% yield; for example, 0.34 means a 34% yield). From a dataset of Reaction yield outcomes from USPTO patents with 853,638 reactions. (1) The reactants are [CH:1]1([NH:4][C:5](=[O:47])[NH:6][C:7]2[CH:45]=[CH:44][C:10]([O:11][C:12]3[CH:17]=[CH:16][N:15]=[C:14]4[CH:18]=[C:19]([C:21]5[N:26]=[CH:25][C:24]([CH2:27][N:28]6[CH2:33][CH2:32][CH:31]([NH:34][C:35](=O)[O:36]C7C=CC=CC=7)[CH2:30][CH2:29]6)=[CH:23][CH:22]=5)[S:20][C:13]=34)=[C:9]([F:46])[CH:8]=2)[CH2:3][CH2:2]1.[CH3:48][N:49]1[CH2:54][CH2:53][NH:52][CH2:51][CH2:50]1.C([O-])(O)=O.[Na+]. The catalyst is CN(C=O)C.[Cl-].[Na+].O. The product is [CH:1]1([NH:4][C:5](=[O:47])[NH:6][C:7]2[CH:45]=[CH:44][C:10]([O:11][C:12]3[CH:17]=[CH:16][N:15]=[C:14]4[CH:18]=[C:19]([C:21]5[N:26]=[CH:25][C:24]([CH2:27][N:28]6[CH2:29][CH2:30][CH:31]([NH:34][C:35]([N:52]7[CH2:53][CH2:54][N:49]([CH3:48])[CH2:50][CH2:51]7)=[O:36])[CH2:32][CH2:33]6)=[CH:23][CH:22]=5)[S:20][C:13]=34)=[C:9]([F:46])[CH:8]=2)[CH2:3][CH2:2]1. The yield is 0.790. (2) The reactants are [H-].[Na+].[Cl:3][C:4]1[CH:9]=[CH:8][CH:7]=[CH:6][C:5]=1[OH:10].Cl[C:12]1[CH:17]=[CH:16][C:15]([C:18]2[S:19][C:20]3[N:21]=[CH:22][N:23]=[CH:24][C:25]=3[N:26]=2)=[CH:14][C:13]=1[C:27]#[N:28].O. The catalyst is CS(C)=O. The product is [Cl:3][C:4]1[CH:9]=[CH:8][CH:7]=[CH:6][C:5]=1[O:10][C:12]1[CH:17]=[CH:16][C:15]([C:18]2[S:19][C:20]3[N:21]=[CH:22][N:23]=[CH:24][C:25]=3[N:26]=2)=[CH:14][C:13]=1[C:27]#[N:28]. The yield is 0.500. (3) The reactants are [F:1][C:2]1[CH:10]=[C:9]([N+:11]([O-])=O)[CH:8]=[CH:7][C:3]=1[C:4]([OH:6])=[O:5].C(O)(=O)C. The catalyst is [Pd].CO. The product is [NH2:11][C:9]1[CH:8]=[CH:7][C:3]([C:4]([OH:6])=[O:5])=[C:2]([F:1])[CH:10]=1. The yield is 1.00. (4) The reactants are [O:1]([CH2:8][CH2:9][S:10][CH2:11][C:12]([OH:14])=O)[C:2]1[CH:7]=[CH:6][CH:5]=[CH:4][CH:3]=1.CCOC1N(C(OCC)=O)C2C(=CC=CC=2)C=C1.[CH3:33][N:34]([CH2:36][C:37]1[N:38]([S:50]([CH3:53])(=[O:52])=[O:51])[C:39]2[C:44]([CH:45]=1)=[CH:43][C:42]([C:46]([NH:48][NH2:49])=[O:47])=[CH:41][CH:40]=2)[CH3:35].O(CCSCC(NNC(C1C=CC2C=C(CN(C)C)OC=2C=1)=O)=O)C1C=CC=CC=1. No catalyst specified. The product is [O:1]([CH2:8][CH2:9][S:10][CH2:11][C:12]([NH:49][NH:48][C:46]([C:42]1[CH:43]=[C:44]2[C:39](=[CH:40][CH:41]=1)[N:38]([S:50]([CH3:53])(=[O:52])=[O:51])[C:37]([CH2:36][N:34]([CH3:35])[CH3:33])=[CH:45]2)=[O:47])=[O:14])[C:2]1[CH:3]=[CH:4][CH:5]=[CH:6][CH:7]=1. The yield is 0.900. (5) The reactants are [F:1][C:2]1[CH:3]=[C:4]([C:9]2(O)[CH2:14][CH2:13][O:12][CH2:11][CH2:10]2)[CH:5]=[C:6]([F:8])[CH:7]=1.CS(Cl)(=O)=O.C1CCN2C(=NCCC2)CC1. The catalyst is C(Cl)Cl. The product is [F:1][C:2]1[CH:3]=[C:4]([C:9]2[CH2:14][CH2:13][O:12][CH2:11][CH:10]=2)[CH:5]=[C:6]([F:8])[CH:7]=1. The yield is 0.380. (6) The reactants are [CH2:1]([C@@H:8]1[NH:13][CH2:12][CH2:11][N:10]([C:14]2[CH:19]=[CH:18][C:17]([O:20][CH3:21])=[C:16]([O:22][CH:23]3[CH2:27][CH2:26][CH2:25][CH2:24]3)[CH:15]=2)[CH2:9]1)[C:2]1[CH:7]=[CH:6][CH:5]=[CH:4][CH:3]=1.C[O:29][C:30](=O)[CH2:31][C:32]1[O:36][N:35]=[C:34]([CH3:37])[N:33]=1. No catalyst specified. The product is [CH2:1]([C@H:8]1[CH2:9][N:10]([C:14]2[CH:19]=[CH:18][C:17]([O:20][CH3:21])=[C:16]([O:22][CH:23]3[CH2:27][CH2:26][CH2:25][CH2:24]3)[CH:15]=2)[CH2:11][CH2:12][N:13]1[C:30](=[O:29])[CH2:31][C:32]1[O:36][N:35]=[C:34]([CH3:37])[N:33]=1)[C:2]1[CH:3]=[CH:4][CH:5]=[CH:6][CH:7]=1. The yield is 0.340. (7) The reactants are N[C:2]1[CH:7]=[C:6]([F:8])[CH:5]=[CH:4][C:3]=1[S:9]([NH:12][C:13]1[CH:14]=[CH:15][CH:16]=[C:17]2[C:22]=1[N:21]=[CH:20][CH:19]=[CH:18]2)(=[O:11])=[O:10].C(ON=O)(C)(C)C. The catalyst is C(O)(=O)C. The product is [F:8][C:6]1[CH:5]=[C:4]2[C:3]([S:9](=[O:11])(=[O:10])[NH:12][C:13]3[C:14]2=[CH:15][CH:16]=[C:17]2[C:22]=3[N:21]=[CH:20][CH:19]=[CH:18]2)=[CH:2][CH:7]=1. The yield is 0.0200. (8) The reactants are [C:1]([NH:6][NH2:7])(=[O:5])[CH:2]([CH3:4])[CH3:3].C(N(CC)C(C)C)(C)C.[N+:17]([C:20]1[CH:21]=[C:22]([CH:26]=[CH:27][CH:28]=1)[C:23](Cl)=[O:24])([O-:19])=[O:18]. The catalyst is ClCCl. The product is [C:1]([NH:6][NH:7][C:23](=[O:24])[C:22]1[CH:26]=[CH:27][CH:28]=[C:20]([N+:17]([O-:19])=[O:18])[CH:21]=1)(=[O:5])[CH:2]([CH3:4])[CH3:3]. The yield is 0.770. (9) The reactants are [H-].[Na+].CN(C)C=O.[SH:8][CH2:9][CH2:10][NH:11][C:12]([O:14][C:15]([CH3:18])([CH3:17])[CH3:16])=[O:13].CC1C=CC(S(O[CH2:30][C:31]([F:34])([F:33])[F:32])(=O)=O)=CC=1. The catalyst is O. The product is [F:32][C:31]([F:34])([F:33])[CH2:30][S:8][CH2:9][CH2:10][NH:11][C:12]([O:14][C:15]([CH3:18])([CH3:17])[CH3:16])=[O:13]. The yield is 0.538. (10) The catalyst is ClCCl. The reactants are C(N(CC)C(C)C)(C)C.Cl.[NH2:11][CH:12]1[CH2:16][CH2:15][CH2:14][CH:13]1[OH:17].[C:18](O[C:18]([O:20][C:21]([CH3:24])([CH3:23])[CH3:22])=[O:19])([O:20][C:21]([CH3:24])([CH3:23])[CH3:22])=[O:19]. The yield is 0.840. The product is [OH:17][C@@H:13]1[CH2:14][CH2:15][CH2:16][C@H:12]1[NH:11][C:18](=[O:19])[O:20][C:21]([CH3:24])([CH3:23])[CH3:22].